From a dataset of hERG Central: cardiac toxicity at 1µM, 10µM, and general inhibition. Predict hERG channel inhibition at various concentrations. (1) The molecule is COc1ccc(Br)cc1CN(C)CC(O)COc1ccc(Br)cc1. Results: hERG_inhib (hERG inhibition (general)): blocker. (2) The drug is COc1ccc(N2CCc3c(C)nc4c(OC)cccc4c32)cc1. Results: hERG_inhib (hERG inhibition (general)): blocker. (3) The molecule is CC(C)=CCCC(C)CN1CCC(n2nccc2NC(=O)c2ccccc2)CC1. Results: hERG_inhib (hERG inhibition (general)): blocker. (4) The drug is Cc1nc2ccccc2c(N)c1C(=O)/C=C/c1ccccc1. Results: hERG_inhib (hERG inhibition (general)): blocker. (5) The molecule is CCOc1ccc(CN(C)CC(=O)c2c(N)n(Cc3ccccc3)c(=O)n(CC)c2=O)cc1OC. Results: hERG_inhib (hERG inhibition (general)): blocker. (6) The molecule is C=CCN1CC(C(=O)N2CCC(Cc3ccc(Cl)cc3)(C(=O)OCC)CC2)CC1=O. Results: hERG_inhib (hERG inhibition (general)): blocker. (7) The drug is O=C(CC(c1ccccc1)c1ccccc1)NCC(O)c1ccc([N+](=O)[O-])cc1. Results: hERG_inhib (hERG inhibition (general)): blocker. (8) The drug is Cc1ccccc1Nc1nc(N)nc(CN2CCN(Cc3ccc4c(c3)OCO4)CC2)n1. Results: hERG_inhib (hERG inhibition (general)): blocker.